This data is from NCI-60 drug combinations with 297,098 pairs across 59 cell lines. The task is: Regression. Given two drug SMILES strings and cell line genomic features, predict the synergy score measuring deviation from expected non-interaction effect. (1) Drug 1: CCC1(CC2CC(C3=C(CCN(C2)C1)C4=CC=CC=C4N3)(C5=C(C=C6C(=C5)C78CCN9C7C(C=CC9)(C(C(C8N6C=O)(C(=O)OC)O)OC(=O)C)CC)OC)C(=O)OC)O.OS(=O)(=O)O. Drug 2: C1=CC=C(C(=C1)C(C2=CC=C(C=C2)Cl)C(Cl)Cl)Cl. Cell line: IGROV1. Synergy scores: CSS=11.4, Synergy_ZIP=-3.40, Synergy_Bliss=1.09, Synergy_Loewe=-16.6, Synergy_HSA=0.265. (2) Drug 1: C1=CC(=C2C(=C1NCCNCCO)C(=O)C3=C(C=CC(=C3C2=O)O)O)NCCNCCO. Drug 2: C1=NC2=C(N=C(N=C2N1C3C(C(C(O3)CO)O)F)Cl)N. Cell line: SR. Synergy scores: CSS=61.0, Synergy_ZIP=-0.892, Synergy_Bliss=-1.48, Synergy_Loewe=-25.9, Synergy_HSA=-0.677. (3) Drug 1: CC1=CC2C(CCC3(C2CCC3(C(=O)C)OC(=O)C)C)C4(C1=CC(=O)CC4)C. Drug 2: CC1=CC=C(C=C1)C2=CC(=NN2C3=CC=C(C=C3)S(=O)(=O)N)C(F)(F)F. Cell line: OVCAR-5. Synergy scores: CSS=-0.821, Synergy_ZIP=0.362, Synergy_Bliss=1.81, Synergy_Loewe=-5.27, Synergy_HSA=-1.77.